This data is from Forward reaction prediction with 1.9M reactions from USPTO patents (1976-2016). The task is: Predict the product of the given reaction. (1) Given the reactants [CH3:1][C:2]([N+:7]([O-:9])=[O:8])([CH2:5][OH:6])[CH2:3][OH:4].[CH3:10][C:11]([N:13]([CH3:15])[CH3:14])=[O:12].CO, predict the reaction product. The product is: [CH3:10][C:11]([N:13]([CH3:15])[CH3:14])=[O:12].[CH3:1][C:2]([N+:7]([O-:9])=[O:8])([CH2:5][OH:6])[CH2:3][OH:4]. (2) Given the reactants [CH3:1][C:2]1[CH:11]=[CH:10][C:9]2[C:4](=[CH:5][CH:6]=[C:7]([C:12]([OH:14])=[O:13])[CH:8]=2)[N:3]=1.[CH3:15]O, predict the reaction product. The product is: [CH3:1][C:2]1[CH:11]=[CH:10][C:9]2[C:4](=[CH:5][CH:6]=[C:7]([C:12]([O:14][CH3:15])=[O:13])[CH:8]=2)[N:3]=1. (3) Given the reactants [Cl:1][C:2]1[N:7]=[CH:6][C:5]([CH2:8][N:9]2[C:13]([CH3:14])=[C:12]([C:15]3[CH:20]=[CH:19][C:18]([C:21]#[N:22])=[CH:17][CH:16]=3)[C:11]([C:23]#[N:24])=[C:10]2[CH2:25][CH3:26])=[CH:4][C:3]=1[CH2:27][OH:28].[C:29]1(=[O:35])[O:34][C:32](=[O:33])[CH2:31][CH2:30]1.C(O)(=O)CC(CC(O)=O)(C(O)=O)O, predict the reaction product. The product is: [Cl:1][C:2]1[C:3]([CH2:27][O:28][C:29](=[O:35])[CH2:30][CH2:31][C:32]([OH:34])=[O:33])=[CH:4][C:5]([CH2:8][N:9]2[C:13]([CH3:14])=[C:12]([C:15]3[CH:20]=[CH:19][C:18]([C:21]#[N:22])=[CH:17][CH:16]=3)[C:11]([C:23]#[N:24])=[C:10]2[CH2:25][CH3:26])=[CH:6][N:7]=1. (4) Given the reactants [Br:1][C:2]1[CH:10]=[CH:9][C:5]([C:6]([OH:8])=[O:7])=[C:4]([CH3:11])[CH:3]=1.[CH3:12]O, predict the reaction product. The product is: [Br:1][C:2]1[CH:10]=[CH:9][C:5]([C:6]([O:8][CH3:12])=[O:7])=[C:4]([CH3:11])[CH:3]=1. (5) The product is: [CH3:16][C:17]1([CH3:24])[CH2:18][CH2:19][N:20]2[C:9](=[O:11])[CH:8]=[C:7]([C:4]3[CH:3]=[CH:2][N:1]=[CH:6][CH:5]=3)[N:23]=[C:21]2[NH:22]1. Given the reactants [N:1]1[CH:6]=[CH:5][C:4]([C:7](=O)[CH2:8][C:9]([O:11]CC)=O)=[CH:3][CH:2]=1.Br.[CH3:16][C:17]1([CH3:24])[NH:22][C:21]([NH2:23])=[N:20][CH2:19][CH2:18]1.C(=O)([O-])[O-].[K+].[K+].O, predict the reaction product. (6) Given the reactants [Cl:1][C:2]1[CH:3]=[C:4]([CH:9]=[CH:10][C:11]=1[OH:12])[C:5]([O:7][CH3:8])=[O:6].C([O-])([O-])=O.[K+].[K+].I[CH2:20][CH2:21][CH3:22], predict the reaction product. The product is: [Cl:1][C:2]1[CH:3]=[C:4]([CH:9]=[CH:10][C:11]=1[O:12][CH:21]([CH3:22])[CH3:20])[C:5]([O:7][CH3:8])=[O:6]. (7) The product is: [CH:1]([N:4]1[CH2:9][CH2:8][N:7]([C:10]([C:12]2[N:16]([CH3:17])[CH:15]=[C:14]([CH2:18][N:25]3[CH2:26][CH2:22][CH2:23][CH2:28][CH2:24]3)[CH:13]=2)=[O:11])[CH2:6][CH2:5]1)([CH3:3])[CH3:2]. Given the reactants [CH:1]([N:4]1[CH2:9][CH2:8][N:7]([C:10]([C:12]2[N:16]([CH3:17])[CH:15]=[C:14]([CH:18]=O)[CH:13]=2)=[O:11])[CH2:6][CH2:5]1)([CH3:3])[CH3:2].C([C:22]1[CH:23]=[C:24]([C:28](O)=O)[N:25](C)[CH:26]=1)=O.[Li].Cl.Cl.C(N1CCNCC1)(C)C, predict the reaction product. (8) Given the reactants [F:1][C:2]1[CH:3]=[C:4]2[C:9](=[CH:10][C:11]=1[C:12]#[N:13])[N:8]=[CH:7][NH:6][C:5]2=O.O=P(Cl)(Cl)[Cl:17].O, predict the reaction product. The product is: [Cl:17][C:5]1[C:4]2[C:9](=[CH:10][C:11]([C:12]#[N:13])=[C:2]([F:1])[CH:3]=2)[N:8]=[CH:7][N:6]=1. (9) Given the reactants [Cl:1][C:2]1[CH:3]=[C:4]([N:10]2[C@@H:18]([CH:19]3[CH2:23][CH2:22][CH2:21][CH2:20]3)[C@@H:17]3[C:12]([C:13]4[CH:27]=[CH:26][C:25]([C:28]([OH:30])=O)=[CH:24][C:14]=4[CH2:15][CH2:16]3)=[N:11]2)[CH:5]=[CH:6][C:7]=1[C:8]#[N:9].ON1C2C=CC=CC=2N=N1.C(N(CC)CC)C.F[B-](F)(F)F.N1(OC(N(C)C)=[N+](C)C)C2C=CC=CC=2N=N1.[CH3:70][S:71]([CH2:74][CH2:75][NH2:76])(=[O:73])=[O:72], predict the reaction product. The product is: [Cl:1][C:2]1[CH:3]=[C:4]([N:10]2[C@@H:18]([CH:19]3[CH2:23][CH2:22][CH2:21][CH2:20]3)[C@@H:17]3[C:12]([C:13]4[CH:27]=[CH:26][C:25]([C:28]([NH:76][CH2:75][CH2:74][S:71]([CH3:70])(=[O:73])=[O:72])=[O:30])=[CH:24][C:14]=4[CH2:15][CH2:16]3)=[N:11]2)[CH:5]=[CH:6][C:7]=1[C:8]#[N:9].